Dataset: Merck oncology drug combination screen with 23,052 pairs across 39 cell lines. Task: Regression. Given two drug SMILES strings and cell line genomic features, predict the synergy score measuring deviation from expected non-interaction effect. (1) Drug 1: O=S1(=O)NC2(CN1CC(F)(F)F)C1CCC2Cc2cc(C=CCN3CCC(C(F)(F)F)CC3)ccc2C1. Drug 2: Cn1cc(-c2cnn3c(N)c(Br)c(C4CCCNC4)nc23)cn1. Cell line: OCUBM. Synergy scores: synergy=13.0. (2) Drug 1: CN1C(=O)C=CC2(C)C3CCC4(C)C(NC(=O)OCC(F)(F)F)CCC4C3CCC12. Drug 2: CN(C)C(=N)N=C(N)N. Cell line: RPMI7951. Synergy scores: synergy=-23.8. (3) Drug 1: COC1CC2CCC(C)C(O)(O2)C(=O)C(=O)N2CCCCC2C(=O)OC(C(C)CC2CCC(OP(C)(C)=O)C(OC)C2)CC(=O)C(C)C=C(C)C(O)C(OC)C(=O)C(C)CC(C)C=CC=CC=C1C. Drug 2: CNC(=O)c1cc(Oc2ccc(NC(=O)Nc3ccc(Cl)c(C(F)(F)F)c3)cc2)ccn1. Cell line: LOVO. Synergy scores: synergy=7.14. (4) Drug 1: CC(=O)OC1C(=O)C2(C)C(O)CC3OCC3(OC(C)=O)C2C(OC(=O)c2ccccc2)C2(O)CC(OC(=O)C(O)C(NC(=O)c3ccccc3)c3ccccc3)C(C)=C1C2(C)C. Drug 2: CS(=O)(=O)CCNCc1ccc(-c2ccc3ncnc(Nc4ccc(OCc5cccc(F)c5)c(Cl)c4)c3c2)o1. Cell line: SKMES1. Synergy scores: synergy=59.8.